Dataset: NCI-60 drug combinations with 297,098 pairs across 59 cell lines. Task: Regression. Given two drug SMILES strings and cell line genomic features, predict the synergy score measuring deviation from expected non-interaction effect. (1) Drug 1: C1CNP(=O)(OC1)N(CCCl)CCCl. Drug 2: CC1C(C(CC(O1)OC2CC(CC3=C2C(=C4C(=C3O)C(=O)C5=CC=CC=C5C4=O)O)(C(=O)C)O)N)O. Cell line: DU-145. Synergy scores: CSS=33.6, Synergy_ZIP=-1.27, Synergy_Bliss=-5.07, Synergy_Loewe=-39.0, Synergy_HSA=-5.80. (2) Drug 1: C1C(C(OC1N2C=NC3=C(N=C(N=C32)Cl)N)CO)O. Drug 2: CN1C(=O)N2C=NC(=C2N=N1)C(=O)N. Cell line: SF-539. Synergy scores: CSS=15.0, Synergy_ZIP=-3.52, Synergy_Bliss=3.05, Synergy_Loewe=-12.7, Synergy_HSA=1.50. (3) Drug 1: CN1C(=O)N2C=NC(=C2N=N1)C(=O)N. Drug 2: CC1=C(C=C(C=C1)NC(=O)C2=CC=C(C=C2)CN3CCN(CC3)C)NC4=NC=CC(=N4)C5=CN=CC=C5. Cell line: HCC-2998. Synergy scores: CSS=-1.31, Synergy_ZIP=5.18, Synergy_Bliss=2.43, Synergy_Loewe=0.979, Synergy_HSA=-5.40. (4) Drug 1: CC1OCC2C(O1)C(C(C(O2)OC3C4COC(=O)C4C(C5=CC6=C(C=C35)OCO6)C7=CC(=C(C(=C7)OC)O)OC)O)O. Drug 2: C1C(C(OC1N2C=C(C(=O)NC2=O)F)CO)O. Cell line: SK-MEL-5. Synergy scores: CSS=36.8, Synergy_ZIP=-13.0, Synergy_Bliss=-7.63, Synergy_Loewe=-12.2, Synergy_HSA=-3.57. (5) Drug 1: C1=CC(=CC=C1CC(C(=O)O)N)N(CCCl)CCCl.Cl. Drug 2: CN(CCCl)CCCl.Cl. Cell line: HOP-92. Synergy scores: CSS=23.9, Synergy_ZIP=-9.53, Synergy_Bliss=-3.78, Synergy_Loewe=-3.19, Synergy_HSA=-1.52.